From a dataset of Full USPTO retrosynthesis dataset with 1.9M reactions from patents (1976-2016). Predict the reactants needed to synthesize the given product. (1) Given the product [Cl:29][C:14]([C:11]1[CH:10]=[CH:9][C:8]([O:1][C:2]2[CH:3]=[CH:4][CH:5]=[CH:6][CH:7]=2)=[CH:13][CH:12]=1)([CH3:15])[C:27]#[N:28], predict the reactants needed to synthesize it. The reactants are: [O:1]([C:8]1[CH:13]=[CH:12][C:11]([CH2:14][C:15](C2C=CC=CC=2)=O)=[CH:10][CH:9]=1)[C:2]1[CH:7]=[CH:6][CH:5]=[CH:4][CH:3]=1.C[Si]([C:27]#[N:28])(C)C.[ClH:29]. (2) Given the product [CH3:32][C:2]([CH3:1])([CH3:33])[C:3]#[C:4][C:5]1[S:9][C:8]([C:10]([OH:12])=[O:11])=[C:7]([N:13]([CH:23]2[CH2:24][CH2:25][P:26]([OH:30])(=[O:29])[CH2:27][CH2:28]2)[C:14]([C@H:16]2[CH2:21][CH2:20][C@H:19]([CH3:22])[CH2:18][CH2:17]2)=[O:15])[CH:6]=1, predict the reactants needed to synthesize it. The reactants are: [CH3:1][C:2]([CH3:33])([CH3:32])[C:3]#[C:4][C:5]1[S:9][C:8]([C:10]([OH:12])=[O:11])=[C:7]([N:13]([CH:23]2[CH2:28][CH2:27][P:26]([O:30]C)(=[O:29])[CH2:25][CH2:24]2)[C:14]([C@H:16]2[CH2:21][CH2:20][C@H:19]([CH3:22])[CH2:18][CH2:17]2)=[O:15])[CH:6]=1.C[Si](Br)(C)C. (3) Given the product [CH2:1]([N:8]1[CH:16]=[C:15]2[C:10]([CH:11]=[C:12]([C:17]3[CH:18]=[C:19]([CH:27]4[CH2:31][CH2:30][N:29]([C:39]([N:36]5[CH2:37][CH2:38][N:33]([CH3:32])[CH2:34][CH2:35]5)=[O:40])[CH2:28]4)[N:20]4[C:25]=3[C:24]([NH2:26])=[N:23][CH:22]=[N:21]4)[CH:13]=[CH:14]2)=[N:9]1)[C:2]1[CH:3]=[CH:4][CH:5]=[CH:6][CH:7]=1, predict the reactants needed to synthesize it. The reactants are: [CH2:1]([N:8]1[CH:16]=[C:15]2[C:10]([CH:11]=[C:12]([C:17]3[CH:18]=[C:19]([CH:27]4[CH2:31][CH2:30][NH:29][CH2:28]4)[N:20]4[C:25]=3[C:24]([NH2:26])=[N:23][CH:22]=[N:21]4)[CH:13]=[CH:14]2)=[N:9]1)[C:2]1[CH:7]=[CH:6][CH:5]=[CH:4][CH:3]=1.[CH3:32][N:33]1[CH2:38][CH2:37][N:36]([C:39](Cl)=[O:40])[CH2:35][CH2:34]1.